From a dataset of Catalyst prediction with 721,799 reactions and 888 catalyst types from USPTO. Predict which catalyst facilitates the given reaction. (1) Reactant: [CH2:1]([NH:8][CH2:9][CH:10]([C:15]1[CH:20]=[CH:19][C:18]([Br:21])=[CH:17][CH:16]=1)[C:11]([O:13][CH3:14])=O)[C:2]1[CH:7]=[CH:6][CH:5]=[CH:4][CH:3]=1.[H-].[F-].[Na+].O.C(N(CC)CC)C.ClC[C:35](Cl)=[O:36].Cl. Product: [CH2:1]([N:8]1[CH2:9][CH:10]([C:15]2[CH:20]=[CH:19][C:18]([Br:21])=[CH:17][CH:16]=2)[CH2:11][O:13][CH2:14][C:35]1=[O:36])[C:2]1[CH:7]=[CH:6][CH:5]=[CH:4][CH:3]=1. The catalyst class is: 11. (2) Reactant: C([O-])(=O)C.[Na+].[Cl:6][C:7]1[CH:8]=[CH:9][C:10]([O:13][CH2:14][CH3:15])=[N:11][CH:12]=1.[Br:16]Br. Product: [Br:16][C:9]1[C:10]([O:13][CH2:14][CH3:15])=[N:11][CH:12]=[C:7]([Cl:6])[CH:8]=1. The catalyst class is: 15. (3) Reactant: [H-].[Na+].[Br:3][C:4]1[C:12]2[C:7](=[N:8][CH:9]=[CH:10][CH:11]=2)[NH:6][CH:5]=1.[C:13]1([S:19](Cl)(=[O:21])=[O:20])[CH:18]=[CH:17][CH:16]=[CH:15][CH:14]=1. Product: [Br:3][C:4]1[C:12]2[C:7](=[N:8][CH:9]=[CH:10][CH:11]=2)[N:6]([S:19]([C:13]2[CH:18]=[CH:17][CH:16]=[CH:15][CH:14]=2)(=[O:21])=[O:20])[CH:5]=1. The catalyst class is: 3. (4) Reactant: C([NH:4][C@:5]1([C:22](NC(C)(C)C)=[O:23])[C@@H:9]([CH2:10][CH2:11][CH2:12][B:13]2[O:17]C(C)(C)C(C)(C)[O:14]2)[CH2:8][NH:7][CH2:6]1)(=O)C.[Cl:29][C:30]1[CH:31]=[C:32]([CH:45]=[CH:46][C:47]=1[Cl:48])[CH2:33][N:34](C(OC(C)(C)C)=O)[CH2:35][CH:36]=O.C(O[BH-](OC(=O)C)OC(=O)C)(=[O:51])C.[Na+].C(=O)([O-])[O-].[Na+].[Na+]. Product: [NH2:4][C@:5]1([C:22]([OH:23])=[O:51])[C@@H:9]([CH2:10][CH2:11][CH2:12][B:13]([OH:14])[OH:17])[CH2:8][N:7]([CH2:36][CH2:35][NH:34][CH2:33][C:32]2[CH:45]=[CH:46][C:47]([Cl:48])=[C:30]([Cl:29])[CH:31]=2)[CH2:6]1. The catalyst class is: 26. (5) Reactant: [C:1]([O:5][C:6]([N:8]1[CH2:13][CH2:12][N:11]([C:14]2[CH:19]=[CH:18][C:17]([N+:20]([O-])=O)=[CH:16][CH:15]=2)[CH2:10][CH2:9]1)=[O:7])([CH3:4])([CH3:3])[CH3:2]. Product: [C:1]([O:5][C:6]([N:8]1[CH2:13][CH2:12][N:11]([C:14]2[CH:15]=[CH:16][C:17]([NH2:20])=[CH:18][CH:19]=2)[CH2:10][CH2:9]1)=[O:7])([CH3:4])([CH3:2])[CH3:3]. The catalyst class is: 43.